This data is from Full USPTO retrosynthesis dataset with 1.9M reactions from patents (1976-2016). The task is: Predict the reactants needed to synthesize the given product. (1) Given the product [C:1]([C:5]1[CH:10]=[CH:9][CH:8]=[CH:7][C:6]=1[N:11]1[CH2:12][CH2:13][N:14]([C:17](=[O:21])[C:18]([N:23]2[CH2:27][CH2:26][CH:25]([C:28]([O:30][CH3:31])=[O:29])[CH2:24]2)=[O:19])[CH2:15][CH2:16]1)([CH3:2])([CH3:3])[CH3:4], predict the reactants needed to synthesize it. The reactants are: [C:1]([C:5]1[CH:10]=[CH:9][CH:8]=[CH:7][C:6]=1[N:11]1[CH2:16][CH2:15][N:14]([C:17](=[O:21])[C:18](O)=[O:19])[CH2:13][CH2:12]1)([CH3:4])([CH3:3])[CH3:2].Cl.[NH:23]1[CH2:27][CH2:26][CH:25]([C:28]([O:30][CH3:31])=[O:29])[CH2:24]1.C(N(CC)CC)C.CCN=C=NCCCN(C)C.C1C=CC2N(O)N=NC=2C=1.C([O-])(O)=O.[Na+]. (2) Given the product [C:1]([O:5][C:6]([N:8]([C:21]1[CH:22]=[C:23]([CH:27]=[CH:28][C:29]=1[O:30][CH3:31])[C:24]([O:26][C@H:40]([C:42]1[CH:47]=[CH:46][C:45]([O:48][CH:49]([F:50])[F:51])=[C:44]([O:52][CH2:53][CH:54]2[CH2:55][CH2:56]2)[CH:43]=1)[CH2:39][C:38]1[C:37]([Cl:57])=[CH:36][N+:35]([O-:58])=[CH:34][C:33]=1[Cl:32])=[O:25])[S:9]([CH2:12][CH2:13][N:14]1[CH2:15][CH2:16][N:17]([CH3:20])[CH2:18][CH2:19]1)(=[O:11])=[O:10])=[O:7])([CH3:4])([CH3:3])[CH3:2], predict the reactants needed to synthesize it. The reactants are: [C:1]([O:5][C:6]([N:8]([C:21]1[CH:22]=[C:23]([CH:27]=[CH:28][C:29]=1[O:30][CH3:31])[C:24]([OH:26])=[O:25])[S:9]([CH2:12][CH2:13][N:14]1[CH2:19][CH2:18][N:17]([CH3:20])[CH2:16][CH2:15]1)(=[O:11])=[O:10])=[O:7])([CH3:4])([CH3:3])[CH3:2].[Cl:32][C:33]1[CH:34]=[N+:35]([O-:58])[CH:36]=[C:37]([Cl:57])[C:38]=1[CH2:39][C@@H:40]([C:42]1[CH:47]=[CH:46][C:45]([O:48][CH:49]([F:51])[F:50])=[C:44]([O:52][CH2:53][CH:54]2[CH2:56][CH2:55]2)[CH:43]=1)O.C(Cl)CCl.